Dataset: Full USPTO retrosynthesis dataset with 1.9M reactions from patents (1976-2016). Task: Predict the reactants needed to synthesize the given product. Given the product [CH2:19]([C:17]1[S:18][C:9]2[C:8]3[CH:7]=[CH:6][C:5]([O:4][CH2:1][C:2]4[N:37]=[CH:38][S:39][CH:40]=4)=[CH:14][C:13]=3[N:12]=[C:11]([NH2:15])[C:10]=2[N:16]=1)[CH2:20][CH3:21], predict the reactants needed to synthesize it. The reactants are: [C:1]([O:4][C:5]1[CH:6]=[CH:7][C:8]2[C:9]3[S:18][C:17]([CH2:19][CH2:20][CH3:21])=[N:16][C:10]=3[C:11]([NH2:15])=[N:12][C:13]=2[CH:14]=1)(=O)[CH3:2].C(=O)([O-])[O-].[Cs+].[Cs+].CN(C=O)C.Cl.ClCC1[N:37]=[CH:38][S:39][CH:40]=1.